From a dataset of Peptide-MHC class II binding affinity with 134,281 pairs from IEDB. Regression. Given a peptide amino acid sequence and an MHC pseudo amino acid sequence, predict their binding affinity value. This is MHC class II binding data. (1) The peptide sequence is DKKCIEWEKAQHGAC. The MHC is DRB1_0401 with pseudo-sequence DRB1_0401. The binding affinity (normalized) is 0.666. (2) The peptide sequence is KSILLIMNANTLMGR. The MHC is DRB3_0101 with pseudo-sequence DRB3_0101. The binding affinity (normalized) is 0.0389. (3) The peptide sequence is EVKYFAATQFEPLAA. The MHC is HLA-DPA10201-DPB10101 with pseudo-sequence HLA-DPA10201-DPB10101. The binding affinity (normalized) is 0.873. (4) The peptide sequence is NTSYRLISCNTSVI. The MHC is DRB1_1602 with pseudo-sequence DRB1_1602. The binding affinity (normalized) is 0.632. (5) The peptide sequence is AVVCGRRHGVRIRVR. The MHC is HLA-DPA10201-DPB10101 with pseudo-sequence HLA-DPA10201-DPB10101. The binding affinity (normalized) is 0.172. (6) The peptide sequence is IQARAAALAFEQAYA. The MHC is HLA-DQA10501-DQB10301 with pseudo-sequence HLA-DQA10501-DQB10301. The binding affinity (normalized) is 0.450.